Dataset: Catalyst prediction with 721,799 reactions and 888 catalyst types from USPTO. Task: Predict which catalyst facilitates the given reaction. (1) Reactant: C[As]([NH:4][C@@H:5]([CH2:9][CH2:10][C:11]([NH:13][C@H:14]([C:17]([NH:19][CH2:20][C:21]([OH:23])=[O:22])=[O:18])[CH2:15][SH:16])=[O:12])[C:6]([OH:8])=[O:7])C.[CH3:24][As:25](N(SSN([As](C)C)[C@H](C(O)=O)CCC(=O)N)[C@H](C(O)=O)CCC(=O)N)[CH3:26].C[As]([As](C)C)C. Product: [CH3:24][As:25]([CH3:26])[S:16][CH2:15][C@@H:14]([C:17]([NH:19][CH2:20][C:21]([OH:23])=[O:22])=[O:18])[NH:13][C:11](=[O:12])[CH2:10][CH2:9][C@@H:5]([C:6]([OH:8])=[O:7])[NH2:4]. The catalyst class is: 4. (2) Reactant: O[CH2:2][C:3]1[CH:8]=[CH:7][C:6]([N+:9]([O-:11])=[O:10])=[CH:5][C:4]=1[CH2:12][CH2:13][OH:14]. Product: [N+:9]([C:6]1[CH:5]=[C:4]2[C:3](=[CH:8][CH:7]=1)[CH2:2][O:14][CH2:13][CH2:12]2)([O-:11])=[O:10]. The catalyst class is: 33. (3) Reactant: [CH:1]([N:4]1[C:12]2[C:7](=[CH:8][CH:9]=[C:10]([N+:13]([O-])=O)[CH:11]=2)[CH:6]=[N:5]1)([CH3:3])[CH3:2].[Cl-].[NH4+]. Product: [CH:1]([N:4]1[C:12]2[C:7](=[CH:8][CH:9]=[C:10]([NH2:13])[CH:11]=2)[CH:6]=[N:5]1)([CH3:3])[CH3:2]. The catalyst class is: 284. (4) Reactant: [CH3:1][N:2]1[CH2:7][C:6]2([CH2:12][CH2:11][NH:10][CH2:9][CH2:8]2)[O:5][CH2:4][CH2:3]1.[Cl:13][C:14]1[N:15]=[N:16][C:17](Cl)=[CH:18][CH:19]=1.C(N(CC)CC)C. Product: [Cl:13][C:14]1[N:15]=[N:16][C:17]([N:10]2[CH2:11][CH2:12][C:6]3([O:5][CH2:4][CH2:3][N:2]([CH3:1])[CH2:7]3)[CH2:8][CH2:9]2)=[CH:18][CH:19]=1. The catalyst class is: 7. (5) Reactant: [OH-].[NH4+:2].[F:3][C:4]1[CH:5]=[C:6]2[C:11](=[CH:12][CH:13]=1)[N:10]([C@H:14]([CH3:33])[C:15]([N:17]1[CH2:22][CH2:21][N:20]([C:23]3[CH:28]=[CH:27][C:26]([S:29](Cl)(=[O:31])=[O:30])=[CH:25][CH:24]=3)[CH2:19][CH2:18]1)=[O:16])[CH2:9][CH2:8][CH2:7]2.Cl. Product: [F:3][C:4]1[CH:5]=[C:6]2[C:11](=[CH:12][CH:13]=1)[N:10]([C@H:14]([CH3:33])[C:15]([N:17]1[CH2:22][CH2:21][N:20]([C:23]3[CH:28]=[CH:27][C:26]([S:29]([NH2:2])(=[O:31])=[O:30])=[CH:25][CH:24]=3)[CH2:19][CH2:18]1)=[O:16])[CH2:9][CH2:8][CH2:7]2. The catalyst class is: 10. (6) Reactant: [OH:1][C:2]1[CH:11]=[CH:10][C:5]([C:6]([O:8][CH3:9])=[O:7])=[CH:4][CH:3]=1.[I:12]Cl. Product: [OH:1][C:2]1[CH:3]=[CH:4][C:5]([C:6]([O:8][CH3:9])=[O:7])=[CH:10][C:11]=1[I:12]. The catalyst class is: 15. (7) The catalyst class is: 73. Product: [NH2:1][C:2]1[C:3]2[C:11](=[O:12])[N:10]([C:13]3[CH:18]=[CH:17][C:16]([C:2]4[CH2:3][CH2:4][C:8]5([CH2:41][CH:42]=4)[CH2:9][CH:32]5[C:31]([O:34][CH3:35])=[O:33])=[CH:15][CH:14]=3)[CH2:9][C:8]([CH3:21])([CH3:20])[C:4]=2[N:5]=[CH:6][N:7]=1. Reactant: [NH2:1][C:2]1[C:3]2[C:11](=[O:12])[N:10]([C:13]3[CH:18]=[CH:17][C:16](I)=[CH:15][CH:14]=3)[CH2:9][C:8]([CH3:21])([CH3:20])[C:4]=2[N:5]=[CH:6][N:7]=1.[O-]P([O-])([O-])=O.[K+].[K+].[K+].O.[C:31]([O:34][CH2:35]C)(=[O:33])[CH3:32].O1[CH2:42][CH2:41]OCC1.O.